The task is: Predict the reaction yield, written as a fraction of the theoretical maximum amount of product (1.0 means a 100% yield; for example, 0.34 means a 34% yield).. This data is from Reaction yield outcomes from USPTO patents with 853,638 reactions. The product is [Br:6][C:7]1[CH:8]=[C:9]([CH:13]=[C:14]([C:16]([F:17])([F:18])[F:19])[CH:15]=1)[C:10]([O:12][CH3:20])=[O:11]. The reactants are S(=O)(=O)(O)O.[Br:6][C:7]1[CH:8]=[C:9]([CH:13]=[C:14]([C:16]([F:19])([F:18])[F:17])[CH:15]=1)[C:10]([OH:12])=[O:11].[CH3:20]O. The yield is 0.946. No catalyst specified.